This data is from Forward reaction prediction with 1.9M reactions from USPTO patents (1976-2016). The task is: Predict the product of the given reaction. (1) Given the reactants [CH3:1][N:2]1[CH:10]=[C:9]2[C:4]([C:5]([CH2:15][O:16][CH2:17][C:18]3([C:31]4[CH:36]=[CH:35][CH:34]=[CH:33][CH:32]=4)[CH2:23][CH2:22][N:21](C(OC(C)(C)C)=O)[CH2:20][CH2:19]3)=[CH:6][C:7]([C:11]([F:14])([F:13])[F:12])=[CH:8]2)=[N:3]1, predict the reaction product. The product is: [CH3:1][N:2]1[CH:10]=[C:9]2[C:4]([C:5]([CH2:15][O:16][CH2:17][C:18]3([C:31]4[CH:32]=[CH:33][CH:34]=[CH:35][CH:36]=4)[CH2:19][CH2:20][NH:21][CH2:22][CH2:23]3)=[CH:6][C:7]([C:11]([F:12])([F:14])[F:13])=[CH:8]2)=[N:3]1. (2) Given the reactants [CH3:1][C:2]12[CH2:12][C:6]3([CH2:13][N:14]4[C:18]([CH3:19])=[CH:17][CH:16]=[N:15]4)[CH2:7][C:8]([CH3:11])([CH2:10][C:4]([O:20][CH2:21][CH2:22][OH:23])([CH2:5]3)[CH2:3]1)[CH2:9]2.[I:24]N1C(=O)CCC1=O, predict the reaction product. The product is: [CH3:1][C:2]12[CH2:3][C:4]3([O:20][CH2:21][CH2:22][OH:23])[CH2:10][C:8]([CH3:11])([CH2:7][C:6]([CH2:13][N:14]4[C:18]([CH3:19])=[C:17]([I:24])[CH:16]=[N:15]4)([CH2:5]3)[CH2:12]1)[CH2:9]2. (3) The product is: [F:38][C:23]1[S:22][C:21]([C:18]2[CH:19]=[CH:20][C:15]([C:12]3[CH:11]=[CH:10][C:9]([C:6]4([C:4]([OH:5])=[O:3])[CH2:8][CH2:7]4)=[CH:14][CH:13]=3)=[CH:16][CH:17]=2)=[C:25]([NH:26][C:27]([O:29][CH:30]([C:32]2[C:36]([CH3:37])=[CH:35][S:34][CH:33]=2)[CH3:31])=[O:28])[CH:24]=1. Given the reactants C([O:3][C:4]([C:6]1([C:9]2[CH:14]=[CH:13][C:12]([C:15]3[CH:20]=[CH:19][C:18]([C:21]4[S:22][C:23]([F:38])=[CH:24][C:25]=4[NH:26][C:27]([O:29][CH:30]([C:32]4[C:36]([CH3:37])=[CH:35][S:34][CH:33]=4)[CH3:31])=[O:28])=[CH:17][CH:16]=3)=[CH:11][CH:10]=2)[CH2:8][CH2:7]1)=[O:5])C.[OH-].[Na+].Cl.O, predict the reaction product.